From a dataset of Reaction yield outcomes from USPTO patents with 853,638 reactions. Predict the reaction yield, written as a fraction of the theoretical maximum amount of product (1.0 means a 100% yield; for example, 0.34 means a 34% yield). The reactants are [Cl:1][C:2]1[CH:7]=[CH:6][CH:5]=[C:4]([Cl:8])[C:3]=1[NH:9][C:10]([NH:12][C:13]1[CH:17]=[C:16]([C:18]2[CH:23]=[CH:22][CH:21]=[CH:20][CH:19]=2)[S:15][C:14]=1[C:24](O)=[O:25])=[O:11].CN(C(ON1N=NC2C=CC=NC1=2)=[N+](C)C)C.F[P-](F)(F)(F)(F)F.CCN(C(C)C)C(C)C.Cl.[NH2:61][C@@H:62]([CH:67]1[CH2:72][CH2:71][CH2:70][CH2:69][CH2:68]1)[C:63]([O:65][CH3:66])=[O:64]. The catalyst is CN(C=O)C. The product is [CH:67]1([C@H:62]([NH:61][C:24]([C:14]2[S:15][C:16]([C:18]3[CH:23]=[CH:22][CH:21]=[CH:20][CH:19]=3)=[CH:17][C:13]=2[NH:12][C:10]([NH:9][C:3]2[C:4]([Cl:8])=[CH:5][CH:6]=[CH:7][C:2]=2[Cl:1])=[O:11])=[O:25])[C:63]([O:65][CH3:66])=[O:64])[CH2:72][CH2:71][CH2:70][CH2:69][CH2:68]1. The yield is 0.530.